This data is from Full USPTO retrosynthesis dataset with 1.9M reactions from patents (1976-2016). The task is: Predict the reactants needed to synthesize the given product. (1) The reactants are: [CH:1]1[CH:6]=[C:5]2[C:7]([CH2:10][C@@:11]([OH:21])([C:18]([OH:20])=[O:19])C[C@H](N)C(O)=O)=[CH:8][NH:9][C:4]2=[CH:3][CH:2]=1.P([O-])([O-])([O-])=O.[K+].[K+].[K+].CC1C(O)=C(C=O)C(COP(O)(O)=O)=CN=1. Given the product [NH:9]1[C:4]2[C:5](=[CH:6][CH:1]=[CH:2][CH:3]=2)[C:7]([CH2:10][C:11](=[O:21])[C:18]([O-:20])=[O:19])=[CH:8]1.[C:18]([O-:20])(=[O:19])[C:11]([CH3:10])=[O:21], predict the reactants needed to synthesize it. (2) Given the product [CH:7]1([C:10]2[C:11]([N:19]3[CH2:20][CH2:21][N:22]([C:25]([C:27]4[C:32]([CH3:33])=[CH:31][C:30]([N:1]5[CH2:5][CH2:4][CH2:3][C:2]5=[O:6])=[N:29][CH:28]=4)=[O:26])[CH2:23][CH2:24]3)=[N:12][CH:13]=[C:14]([CH:16]3[CH2:18][CH2:17]3)[CH:15]=2)[CH2:8][CH2:9]1, predict the reactants needed to synthesize it. The reactants are: [NH:1]1[CH2:5][CH2:4][CH2:3][C:2]1=[O:6].[CH:7]1([C:10]2[C:11]([N:19]3[CH2:24][CH2:23][N:22]([C:25]([C:27]4[CH:28]=[N:29][C:30](F)=[CH:31][C:32]=4[CH3:33])=[O:26])[CH2:21][CH2:20]3)=[N:12][CH:13]=[C:14]([CH:16]3[CH2:18][CH2:17]3)[CH:15]=2)[CH2:9][CH2:8]1. (3) Given the product [CH3:3][C@@H:4]1[C:33]([CH3:34])([CH3:35])[O:32][C@@:6]2([O:10][C@H:9]3[CH2:11][C@H:12]4[C@@H:18]5[CH2:19][CH2:20][C@H:21]6[CH2:26][C@H:25]([OH:27])[CH2:24][CH2:23][C@:22]6([CH3:28])[C@H:17]5[C:15](=[O:16])[CH2:14][C@:13]4([CH3:29])[C@H:8]3[C@:7]2([OH:31])[CH3:30])[CH2:5]1, predict the reactants needed to synthesize it. The reactants are: [K+].[Br-].[CH3:3][C@@H:4]1[C:33]([CH3:35])([CH3:34])[O:32][C@:6]2([O:10][C@H:9]3[CH2:11][C@H:12]4[C@@H:18]5[CH2:19][CH2:20][C@H:21]6[CH2:26][C@H:25]([OH:27])[CH2:24][CH2:23][C@:22]6([CH3:28])[C@H:17]5[C:15](=[O:16])[CH2:14][C@:13]4([CH3:29])[C@H:8]3[C@:7]2([OH:31])[CH3:30])[CH2:5]1. (4) Given the product [NH2:1][C:2]1([C:9]2[CH:17]=[CH:16][C:12]3[O:13][CH2:14][O:15][C:11]=3[CH:10]=2)[CH2:7][CH2:6][CH:5]([N:18]2[CH2:21][CH:20]([NH:22][C:23]([CH2:25][NH:26][C:27](=[O:38])[C:28]3[CH:33]=[CH:32][CH:31]=[C:30]([C:34]([F:37])([F:35])[F:36])[CH:29]=3)=[O:24])[CH2:19]2)[CH2:4][CH2:3]1, predict the reactants needed to synthesize it. The reactants are: [NH2:1][C:2]1([C:9]2[CH:17]=[CH:16][C:12]3[O:13][CH2:14][O:15][C:11]=3[CH:10]=2)[CH2:7][CH2:6][C:5](=O)[CH2:4][CH2:3]1.[NH:18]1[CH2:21][CH:20]([NH:22][C:23]([CH2:25][NH:26][C:27](=[O:38])[C:28]2[CH:33]=[CH:32][CH:31]=[C:30]([C:34]([F:37])([F:36])[F:35])[CH:29]=2)=[O:24])[CH2:19]1. (5) Given the product [C:1]([O:5][C:6](=[O:22])[NH:7][C:8]1[CH:13]=[C:12]([N:24]([CH3:23])[CH2:25][CH2:26][CH3:27])[C:11]([C:15]([F:18])([F:17])[F:16])=[CH:10][C:9]=1[N+:19]([O-:21])=[O:20])([CH3:4])([CH3:3])[CH3:2], predict the reactants needed to synthesize it. The reactants are: [C:1]([O:5][C:6](=[O:22])[NH:7][C:8]1[CH:13]=[C:12](Cl)[C:11]([C:15]([F:18])([F:17])[F:16])=[CH:10][C:9]=1[N+:19]([O-:21])=[O:20])([CH3:4])([CH3:3])[CH3:2].[CH3:23][NH:24][CH2:25][CH2:26][CH3:27].C(N(CC)CC)C.